The task is: Binary Classification. Given a miRNA mature sequence and a target amino acid sequence, predict their likelihood of interaction.. This data is from Experimentally validated miRNA-target interactions with 360,000+ pairs, plus equal number of negative samples. (1) The miRNA is hsa-miR-6072 with sequence UCCUCAUCACACUGCACCUUAG. The protein sequence of the target gene is MAAAAIPALLLCLPLLFLLFGWSRARRDDPHSLCYDITVIPKFRPGPRWCAVQGQVDEKTFLHYDCGNKTVTPVSPLGKKLNVTMAWKAQNPVLREVVDILTEQLLDIQLENYTPKEPLTLQARMSCEQKAEGHSSGSWQFSIDGQTFLLFDSEKRMWTTVHPGARKMKEKWENDKDVAMSFHYISMGDCIGWLEDFLMGMDSTLEPSAGAPLAMSSGTTQLRATATTLILCCLLIILPCFILPGI. Result: 0 (no interaction). (2) The miRNA is hsa-miR-4272 with sequence CAUUCAACUAGUGAUUGU. The protein sequence of the target gene is MTHQSHAYHMVKPSPWPLTGALSALLMTSGLAMWFHFHSMTLLMLGLLTNTLTMYQWWRDVTRESTYQGHHTPPVQKGLRYGMILFITSEVFFFAGFFWAFYHSSLAPTPQLGGHWPPTGITPLNPLEVPLLNTSVLLASGVSITWAHHSLMENNRNQMIQALLITILLGLYFTLLQASEYFESPFTISDGIYGSTFFVATGFHGLHVIIGSTFLTICFIRQLMFHFTSKHHFGFEAAAWYWHFVDVVWLFLYVSIYWWGS. Result: 0 (no interaction). (3) The miRNA is hsa-miR-6819-5p with sequence UUGGGGUGGAGGGCCAAGGAGC. The protein sequence of the target gene is MAPQRRGPPRIPEGSSAAERRRATSTKKDRLPREAQRTWLRIVAFGVGLALVTCLLWSSVGIDDDVAEVVARRGEVLEGRFIEVPCSEDYDGHRRFEGCTPRKCGRGVTDIVITREEAEQIRRIAEKGLSLGGSDGGASILDLHSGALSVGKHFVNLYRYFGDKIQNIFSEEDFQLYRDIRQKVQLTIAEAFGISASLLYLTKPTFFSRINSTEARTAHDEYWHAHVDKVTYGSFDYTSLLYLSDYLEDFGGGRFVFMEEGSNKTVEPRAGRVSFFTSGSENLHRVEKVLWGTRYAITIA.... Result: 0 (no interaction).